Dataset: Peptide-MHC class II binding affinity with 134,281 pairs from IEDB. Task: Regression. Given a peptide amino acid sequence and an MHC pseudo amino acid sequence, predict their binding affinity value. This is MHC class II binding data. (1) The peptide sequence is IVGEVRESKIREELI. The MHC is DRB1_0101 with pseudo-sequence DRB1_0101. The binding affinity (normalized) is 0.444. (2) The peptide sequence is SRFFVMGEETPLLTK. The MHC is DRB4_0101 with pseudo-sequence DRB4_0103. The binding affinity (normalized) is 0.194. (3) The binding affinity (normalized) is 0. The MHC is DRB1_0101 with pseudo-sequence DRB1_0101. The peptide sequence is IKVTKSMFWDGMDYEEYK. (4) The peptide sequence is SQDLELSWNLNGLQADLSS. The MHC is HLA-DQA10401-DQB10402 with pseudo-sequence HLA-DQA10401-DQB10402. The binding affinity (normalized) is 0.586. (5) The peptide sequence is ATAGTTVYGAF. The MHC is HLA-DQA10301-DQB10302 with pseudo-sequence HLA-DQA10301-DQB10302. The binding affinity (normalized) is 0.343. (6) The peptide sequence is YDKFLANPSTVLTGK. The MHC is DRB1_0401 with pseudo-sequence DRB1_0401. The binding affinity (normalized) is 0.603. (7) The peptide sequence is ASQARWTGATRA. The MHC is H-2-IAs with pseudo-sequence H-2-IAs. The binding affinity (normalized) is 0. (8) The peptide sequence is WLACGVDNFCVKVLAK. The MHC is DRB3_0301 with pseudo-sequence DRB3_0301. The binding affinity (normalized) is 0.563.